From a dataset of Reaction yield outcomes from USPTO patents with 853,638 reactions. Predict the reaction yield, written as a fraction of the theoretical maximum amount of product (1.0 means a 100% yield; for example, 0.34 means a 34% yield). (1) The reactants are [O:1]1[CH2:5][CH2:4][C@H:3]([CH2:6][CH2:7][OH:8])[CH2:2]1.C(N(CC)CC)C.[CH3:16][S:17](Cl)(=[O:19])=[O:18]. The catalyst is C1COCC1.C(OCC)(=O)C. The product is [CH3:16][S:17]([O:8][CH2:7][CH2:6][C@H:3]1[CH2:4][CH2:5][O:1][CH2:2]1)(=[O:19])=[O:18]. The yield is 1.00. (2) The reactants are [CH3:1][O:2][CH2:3][CH2:4][NH:5][S:6]([CH2:9][C:10]1[CH:15]=[CH:14][CH:13]=[CH:12][CH:11]=1)(=[O:8])=[O:7].[C:16](OCC)(=[O:22])[C:17](OCC)=[O:18].CC(C)([O-])C.[K+]. The catalyst is CN(C=O)C. The product is [OH:22][C:16]1[C:17](=[O:18])[N:5]([CH2:4][CH2:3][O:2][CH3:1])[S:6](=[O:7])(=[O:8])[C:9]=1[C:10]1[CH:15]=[CH:14][CH:13]=[CH:12][CH:11]=1. The yield is 0.0600.